From a dataset of Full USPTO retrosynthesis dataset with 1.9M reactions from patents (1976-2016). Predict the reactants needed to synthesize the given product. (1) The reactants are: [CH:1]1([C:4]2[N:8]3[CH:9]=[C:10]([C:15]([O:17]C)=O)[CH:11]=[C:12]([O:13][CH3:14])[C:7]3=[N:6][CH:5]=2)[CH2:3][CH2:2]1.[OH-].[Na+].Cl.Cl.[NH:23]1[C:27]([C:28]2[CH:29]=[C:30]3[C:40](=[CH:41][CH:42]=2)[O:39][C:33]2([CH2:38][CH2:37][NH:36][CH2:35][CH2:34]2)[CH2:32][C:31]3=[O:43])=[N:26][N:25]=[N:24]1.C(N(CC)CC)C.C1C=CC2N(O)N=NC=2C=1.CCN=C=NCCCN(C)C.Cl. Given the product [CH:1]1([C:4]2[N:8]3[CH:9]=[C:10]([C:15]([N:36]4[CH2:37][CH2:38][C:33]5([CH2:32][C:31](=[O:43])[C:30]6[C:40](=[CH:41][CH:42]=[C:28]([C:27]7[NH:26][N:25]=[N:24][N:23]=7)[CH:29]=6)[O:39]5)[CH2:34][CH2:35]4)=[O:17])[CH:11]=[C:12]([O:13][CH3:14])[C:7]3=[N:6][CH:5]=2)[CH2:2][CH2:3]1, predict the reactants needed to synthesize it. (2) Given the product [OH:53][C:48]1[CH:47]=[C:46]([CH:51]=[CH:50][C:49]=1[OH:52])[CH2:45][CH2:44][NH:43][C:15]([C:14]1[C:8]2[N:7]=[C:6]([C:2]3[O:1][CH:5]=[CH:4][CH:3]=3)[NH:10][C:9]=2[C:11]([OH:18])=[CH:12][CH:13]=1)=[O:17], predict the reactants needed to synthesize it. The reactants are: [O:1]1[CH:5]=[CH:4][CH:3]=[C:2]1[C:6]1[NH:10][C:9]2[C:11]([OH:18])=[CH:12][CH:13]=[C:14]([C:15]([OH:17])=O)[C:8]=2[N:7]=1.CN(C(ON1N=NC2C=CC=NC1=2)=[N+](C)C)C.F[P-](F)(F)(F)(F)F.[NH2:43][CH2:44][CH2:45][C:46]1[CH:47]=[C:48]([OH:53])[C:49]([OH:52])=[CH:50][CH:51]=1.CCN(C(C)C)C(C)C. (3) The reactants are: [NH:1]1[CH2:6][CH2:5][CH:4]([NH:7][C:8](=[O:14])[O:9][C:10]([CH3:13])([CH3:12])[CH3:11])[CH2:3][CH2:2]1.FC(F)(F)S(O[C:21]1[CH:30]=[CH:29][C:28]2[N:27]([C:31](=[O:33])[CH3:32])[CH:26]([CH:34]3[CH2:36][CH2:35]3)[CH:25]([CH3:37])[CH:24]([NH:38][C:39]3[CH:44]=[CH:43][CH:42]=[CH:41][CH:40]=3)[C:23]=2[N:22]=1)(=O)=O.C(=O)([O-])[O-].[Cs+].[Cs+].C1C=CC(P(C2C(C3C(P(C4C=CC=CC=4)C4C=CC=CC=4)=CC=C4C=3C=CC=C4)=C3C(C=CC=C3)=CC=2)C2C=CC=CC=2)=CC=1. Given the product [C:31]([N:27]1[C@@H:26]([CH:34]2[CH2:36][CH2:35]2)[C@H:25]([CH3:37])[C@@H:24]([NH:38][C:39]2[CH:44]=[CH:43][CH:42]=[CH:41][CH:40]=2)[C:23]2[N:22]=[C:21]([N:1]3[CH2:2][CH2:3][CH:4]([NH:7][C:8](=[O:14])[O:9][C:10]([CH3:11])([CH3:13])[CH3:12])[CH2:5][CH2:6]3)[CH:30]=[CH:29][C:28]1=2)(=[O:33])[CH3:32], predict the reactants needed to synthesize it. (4) Given the product [Br:16][CH2:12][CH:10]1[CH2:11][CH:9]1[C:5]1[CH:6]=[CH:7][CH:8]=[C:3]([C:2]([F:15])([F:14])[F:1])[CH:4]=1, predict the reactants needed to synthesize it. The reactants are: [F:1][C:2]([F:15])([F:14])[C:3]1[CH:4]=[C:5]([CH:9]2[CH2:11][CH:10]2[CH2:12]O)[CH:6]=[CH:7][CH:8]=1.[Br:16]P(Br)Br. (5) Given the product [Cl:13][C:14]1[C:19]([Cl:20])=[C:18]([F:21])[CH:17]=[CH:16][C:15]=1[C:22]([N:24]1[CH2:29][CH2:28][N:27]2[C:37]([C:35]3[O:36][C:32]([CH3:31])=[CH:33][CH:34]=3)=[N:39][N:40]=[C:26]2[CH2:25]1)=[O:23], predict the reactants needed to synthesize it. The reactants are: F[B-](F)(F)F.C([O+](CC)CC)C.[Cl:13][C:14]1[C:19]([Cl:20])=[C:18]([F:21])[CH:17]=[CH:16][C:15]=1[C:22]([N:24]1[CH2:29][CH2:28][NH:27][C:26](=O)[CH2:25]1)=[O:23].[CH3:31][C:32]1[O:36][C:35]([C:37]([NH:39][NH2:40])=O)=[CH:34][CH:33]=1. (6) The reactants are: [CH2:1]([O:5][C:6]1[CH:11]=[CH:10][C:9]([C:12]2([CH3:22])[NH:17][C:16](=[O:18])[C:15]([C:19]#[N:20])=[C:14](O)[CH2:13]2)=[CH:8][CH:7]=1)[CH2:2][CH2:3][CH3:4].O=P(Cl)(Cl)[Cl:25].CCN(C(C)C)C(C)C. Given the product [CH2:1]([O:5][C:6]1[CH:11]=[CH:10][C:9]([C:12]2([CH3:22])[NH:17][C:16](=[O:18])[C:15]([C:19]#[N:20])=[C:14]([Cl:25])[CH2:13]2)=[CH:8][CH:7]=1)[CH2:2][CH2:3][CH3:4], predict the reactants needed to synthesize it. (7) Given the product [F:29][C:21]1[CH:20]=[C:19]([CH:24]=[CH:23][C:22]=1[C:25]([F:28])([F:27])[F:26])[CH2:18][C@H:10]1[CH2:9][C@H:8]([C:6]2[O:7][NH:33][C:4](=[O:3])[CH:5]=2)[CH2:13][CH2:12][N:11]1[C:14]([O:16][CH3:17])=[O:15], predict the reactants needed to synthesize it. The reactants are: C([O:3][C:4](=O)[CH2:5][C:6]([C@@H:8]1[CH2:13][CH2:12][N:11]([C:14]([O:16][CH3:17])=[O:15])[C@@H:10]([CH2:18][C:19]2[CH:24]=[CH:23][C:22]([C:25]([F:28])([F:27])[F:26])=[C:21]([F:29])[CH:20]=2)[CH2:9]1)=[O:7])C.[OH-].[Na+].[NH2:33]O.Cl. (8) Given the product [CH3:20][O:19][CH2:18][C@H:17]([CH3:21])[O:16][C:14]1[CH:15]=[C:10]([CH:11]=[C:12]([C:22]2[NH:23][C:24]([C:27]3[S:28][CH:29]=[CH:30][N:31]=3)=[CH:25][CH:26]=2)[CH:13]=1)[O:9][C:8]1[CH:7]=[CH:6][C:5]([C:3]([O:2][CH3:1])=[O:4])=[CH:40][CH:39]=1, predict the reactants needed to synthesize it. The reactants are: [CH3:1][O:2][C:3]([C:5]1[CH:40]=[CH:39][C:8]([O:9][C:10]2[CH:11]=[C:12]([C:22]3[N:23](C(OC(C)(C)C)=O)[C:24]([C:27]4[S:28][CH:29]=[CH:30][N:31]=4)=[CH:25][CH:26]=3)[CH:13]=[C:14]([O:16][C@@H:17]([CH3:21])[CH2:18][O:19][CH3:20])[CH:15]=2)=[CH:7][CH:6]=1)=[O:4].FC(F)(F)C(O)=O.